Dataset: Full USPTO retrosynthesis dataset with 1.9M reactions from patents (1976-2016). Task: Predict the reactants needed to synthesize the given product. (1) Given the product [Cl:31][C:3]1[C:4]([O:21][C:22]([F:29])([F:30])[CH:23]([F:28])[C:24]([F:25])([F:26])[F:27])=[N:5][N:6]([C:7]2[CH:12]=[C:11]([S:13][CH2:14][C:15]([F:16])([F:18])[F:17])[C:10]([CH3:19])=[CH:9][C:8]=2[F:20])[C:2]=1[NH:1][CH3:32], predict the reactants needed to synthesize it. The reactants are: [NH2:1][C:2]1[N:6]([C:7]2[CH:12]=[C:11]([S:13][CH2:14][C:15]([F:18])([F:17])[F:16])[C:10]([CH3:19])=[CH:9][C:8]=2[F:20])[N:5]=[C:4]([O:21][C:22]([F:30])([F:29])[CH:23]([F:28])[C:24]([F:27])([F:26])[F:25])[C:3]=1[Cl:31].[C:32](OC(=O)C)(=O)C. (2) Given the product [F:2][C:18]1[CH:17]=[CH:16][CH:15]=[C:14]2[C:19]=1[CH2:10][CH2:11][CH2:12][CH2:13]2, predict the reactants needed to synthesize it. The reactants are: B(F)(F)[F:2].CCOCC.[CH:10]1(N)[C:19]2[C:14](=[CH:15][CH:16]=[CH:17][CH:18]=2)[CH2:13][CH2:12][CH2:11]1.N(OC(C)(C)C)=O. (3) Given the product [Cl:33][C:30]1[CH:29]=[CH:28][C:27]([CH:8]([C:5]2[CH:6]=[CH:7][C:2]([Cl:1])=[CH:3][CH:4]=2)[C:9]2[CH:10]=[C:11]3[C:16](=[CH:17][CH:18]=2)[NH:15][C:14](=[O:19])[CH:13]=[C:12]3[NH:20][CH:21]2[CH2:22][CH2:23][N:24]([S:46]([CH2:49][C:50]([O:52][CH2:53][CH3:54])=[O:51])(=[O:48])=[O:47])[CH2:25][CH2:26]2)=[CH:32][CH:31]=1, predict the reactants needed to synthesize it. The reactants are: [Cl:1][C:2]1[CH:7]=[CH:6][C:5]([CH:8]([C:27]2[CH:32]=[CH:31][C:30]([Cl:33])=[CH:29][CH:28]=2)[C:9]2[CH:10]=[C:11]3[C:16](=[CH:17][CH:18]=2)[NH:15][C:14](=[O:19])[CH:13]=[C:12]3[NH:20][CH:21]2[CH2:26][CH2:25][NH:24][CH2:23][CH2:22]2)=[CH:4][CH:3]=1.N1C=CC=CC=1.C1COCC1.Cl[S:46]([CH2:49][C:50]([O:52][CH2:53][CH3:54])=[O:51])(=[O:48])=[O:47]. (4) Given the product [N:10]1[CH:11]=[CH:12][CH:13]=[N:14][C:9]=1[C:5]1[CH:4]=[C:3]([CH2:2][C:15]#[N:16])[CH:8]=[CH:7][CH:6]=1, predict the reactants needed to synthesize it. The reactants are: Br[CH2:2][C:3]1[CH:4]=[C:5]([C:9]2[N:14]=[CH:13][CH:12]=[CH:11][N:10]=2)[CH:6]=[CH:7][CH:8]=1.[C-:15]#[N:16].[Na+]. (5) The reactants are: [F:1][C:2]1[CH:7]=[CH:6][C:5]([NH2:8])=[C:4]([NH2:9])[CH:3]=1.[Cl:10][C:11]1[C:12]([N:16]=[C:17]=[S:18])=[CH:13][S:14][CH:15]=1. Given the product [NH2:9][C:4]1[CH:3]=[C:2]([F:1])[CH:7]=[CH:6][C:5]=1[NH:8][C:17]([NH:16][C:12]1[C:11]([Cl:10])=[CH:15][S:14][CH:13]=1)=[S:18], predict the reactants needed to synthesize it. (6) Given the product [C:30]([O:34][C:35]([N:68]1[CH2:63][CH2:64][CH:65]([NH:23][C:18]([C:12]2[NH:13][C:14]3[C:10]([CH:11]=2)=[C:9]([O:8][CH2:7][C:5]2[N:6]=[C:2]([CH3:1])[S:3][CH:4]=2)[CH:17]=[CH:16][CH:15]=3)=[O:20])[CH2:66][CH2:67]1)=[O:43])([CH3:33])([CH3:32])[CH3:31], predict the reactants needed to synthesize it. The reactants are: [CH3:1][C:2]1[S:3][CH:4]=[C:5]([CH2:7][O:8][C:9]2[CH:17]=[CH:16][CH:15]=[C:14]3[C:10]=2[CH:11]=[C:12]([C:18]([OH:20])=O)[NH:13]3)[N:6]=1.CC[N:23](C(C)C)C(C)C.[C:30]([O:34][C:35](=[O:43])NC1CCNCC1)([CH3:33])([CH3:32])[CH3:31].C1CN([P+](ON2N=[N:68][C:63]3[CH:64]=[CH:65][CH:66]=[CH:67]C2=3)(N2CCCC2)N2CCCC2)CC1.F[P-](F)(F)(F)(F)F.[OH-].[Na+]. (7) The reactants are: [CH2:1]=[CH:2][C:3]1[CH:8]=[CH:7][CH:6]=[CH:5][CH:4]=1.C=CC=C. Given the product [CH2:1]=[CH:2][CH:3]=[CH2:4].[CH2:1]=[CH:2][C:3]1[CH:8]=[CH:7][CH:6]=[CH:5][CH:4]=1, predict the reactants needed to synthesize it. (8) Given the product [OH:1][C@@H:2]([C:3]1[N:29]([C@H:30]2[CH2:31][CH2:32][C@H:33]([CH2:36][S:37]([NH:40][CH3:41])(=[O:38])=[O:39])[CH2:34][CH2:35]2)[C:21]2=[C:22]3[S:28][CH:27]=[CH:26][C:23]3=[N:24][CH:25]=[C:20]2[N:5]=1)[CH3:6], predict the reactants needed to synthesize it. The reactants are: [OH:1][C@H:2]([CH3:6])[C:3]([NH2:5])=O.F[B-](F)(F)F.C([O+](CC)CC)C.N[C:20]1[C:21]([NH:29][C@H:30]2[CH2:35][CH2:34][C@H:33]([CH2:36][S:37]([NH:40][CH3:41])(=[O:39])=[O:38])[CH2:32][CH2:31]2)=[C:22]2[S:28][CH:27]=[CH:26][C:23]2=[N:24][CH:25]=1. (9) Given the product [CH:1]1([C:4]2[N:9]=[C:8]([C:10]3[CH:11]=[C:12]4[C:16](=[CH:17][CH:18]=3)[NH:15][N:14]=[C:13]4[C:25]3[N:30]=[C:29]([NH:31][C@@H:32]4[CH2:37][CH2:36][CH2:35][NH:34][CH2:33]4)[CH:28]=[N:27][CH:26]=3)[CH:7]=[N:6][CH:5]=2)[CH2:3][CH2:2]1, predict the reactants needed to synthesize it. The reactants are: [CH:1]1([C:4]2[N:9]=[C:8]([C:10]3[CH:11]=[C:12]4[C:16](=[CH:17][CH:18]=3)[N:15](C3CCCCO3)[N:14]=[C:13]4[C:25]3[N:30]=[C:29]([NH:31][C@@H:32]4[CH2:37][CH2:36][CH2:35][N:34](C(OC(C)(C)C)=O)[CH2:33]4)[CH:28]=[N:27][CH:26]=3)[CH:7]=[N:6][CH:5]=2)[CH2:3][CH2:2]1.Cl. (10) Given the product [OH:8][C:4]1[N:3]=[C:2]([N:12]2[CH2:11][CH2:10][N:9]([C:15]([O:17][C:18]([CH3:21])([CH3:20])[CH3:19])=[O:16])[CH2:14][CH2:13]2)[CH:7]=[CH:6][CH:5]=1, predict the reactants needed to synthesize it. The reactants are: Cl[C:2]1[CH:7]=[CH:6][CH:5]=[C:4]([OH:8])[N:3]=1.[N:9]1([C:15]([O:17][C:18]([CH3:21])([CH3:20])[CH3:19])=[O:16])[CH2:14][CH2:13][NH:12][CH2:11][CH2:10]1.